From a dataset of Reaction yield outcomes from USPTO patents with 853,638 reactions. Predict the reaction yield, written as a fraction of the theoretical maximum amount of product (1.0 means a 100% yield; for example, 0.34 means a 34% yield). (1) The reactants are [F:1][C:2]1[CH:9]=[CH:8][C:5]([CH:6]=O)=[CH:4][C:3]=1[O:10][CH3:11].[CH2:12]1[C:26]2[C:21](=[CH:22][CH:23]=[CH:24][CH:25]=2)[CH2:20][C:19]2[C:14](=[CH:15][CH:16]=[CH:17][CH:18]=2)[CH2:13]1. No catalyst specified. The product is [F:1][C:2]1[CH:9]=[CH:8][C:5]([CH:6]=[C:20]2[C:19]3[CH:18]=[CH:17][CH:16]=[CH:15][C:14]=3[CH2:13][CH2:12][C:26]3[CH:25]=[CH:24][CH:23]=[CH:22][C:21]2=3)=[CH:4][C:3]=1[O:10][CH3:11]. The yield is 0.490. (2) The reactants are [Br:1][C:2]1[CH:7]=[CH:6][C:5]([S:8](Cl)(=[O:10])=[O:9])=[CH:4][C:3]=1[F:12].[CH:13]1([NH2:17])[CH2:16][CH2:15][CH2:14]1. The catalyst is ClCCl. The product is [Br:1][C:2]1[CH:7]=[CH:6][C:5]([S:8]([NH:17][CH:13]2[CH2:16][CH2:15][CH2:14]2)(=[O:10])=[O:9])=[CH:4][C:3]=1[F:12]. The yield is 0.890. (3) The reactants are [CH3:1][O:2][CH2:3][CH2:4][CH2:5][CH2:6][CH:7]([NH:20][C:21]1[CH:30]=[CH:29][C:24]([C:25]([O:27]C)=[O:26])=[CH:23][CH:22]=1)[C:8]1[O:9][C:10]2[CH:17]=[CH:16][C:15]([O:18][CH3:19])=[CH:14][C:11]=2[C:12]=1[CH3:13].O1CCCC1.[OH-].[Na+]. The catalyst is C(O)C. The product is [CH3:1][O:2][CH2:3][CH2:4][CH2:5][CH2:6][CH:7]([NH:20][C:21]1[CH:30]=[CH:29][C:24]([C:25]([OH:27])=[O:26])=[CH:23][CH:22]=1)[C:8]1[O:9][C:10]2[CH:17]=[CH:16][C:15]([O:18][CH3:19])=[CH:14][C:11]=2[C:12]=1[CH3:13]. The yield is 0.850. (4) The reactants are [CH3:1][CH2:2][CH:3]([C:8]([O:10][CH2:11][CH3:12])=[O:9])[C:4]([O:6][CH3:7])=[O:5].[H-].[Na+].Cl.Cl[CH2:17][C:18]1[CH:19]=[N:20][CH:21]=[CH:22][CH:23]=1.[CH3:24]N(C=O)C. No catalyst specified. The product is [N:20]1[CH:21]=[CH:22][CH:23]=[C:18]([CH2:17][CH:2]([CH:3]([C:4]([O:6][CH2:7][CH3:24])=[O:5])[C:8]([O:10][CH2:11][CH3:12])=[O:9])[CH3:1])[CH:19]=1. The yield is 0.912. (5) The reactants are C(OC([N:8]1[CH2:14][CH2:13][CH2:12][C@@H:11]([O:15][C:16]2[CH:21]=[C:20]([F:22])[CH:19]=[CH:18][C:17]=2[C:23]([N:25]2[CH2:39][C:28]3=[C:29]4[N:34]([N:35]=[C:27]3[CH2:26]2)[C:33]([CH3:36])=[C:32]([Cl:37])[C:31]([CH3:38])=[N:30]4)=[O:24])[CH2:10][CH2:9]1)=O)(C)(C)C.Cl. The product is [NH:8]1[CH2:14][CH2:13][CH2:12][C@@H:11]([O:15][C:16]2[CH:21]=[C:20]([F:22])[CH:19]=[CH:18][C:17]=2[C:23]([N:25]2[CH2:39][C:28]3=[C:29]4[N:34]([N:35]=[C:27]3[CH2:26]2)[C:33]([CH3:36])=[C:32]([Cl:37])[C:31]([CH3:38])=[N:30]4)=[O:24])[CH2:10][CH2:9]1. The yield is 0.170. The catalyst is O1CCOCC1.[OH-].[Na+]. (6) The reactants are [C:1](#[N:9])[C:2]1[C:3](=[CH:5][CH:6]=[CH:7][CH:8]=1)[NH2:4].[NH2:10][OH:11]. The catalyst is CCO. The product is [NH2:4][C:3]1[CH:5]=[CH:6][CH:7]=[CH:8][C:2]=1[C:1](=[N:10][OH:11])[NH2:9]. The yield is 0.903.